Predict the reactants needed to synthesize the given product. From a dataset of Full USPTO retrosynthesis dataset with 1.9M reactions from patents (1976-2016). (1) Given the product [CH3:1][O:2][C:3]1[CH:8]=[CH:7][C:6]([N+:9]([O-:11])=[O:10])=[CH:5][C:4]=1[NH:12][C:13]([NH:15][C:16]1[CH:21]=[N:20][CH:19]=[CH:18][N:17]=1)=[O:14], predict the reactants needed to synthesize it. The reactants are: [CH3:1][O:2][C:3]1[CH:8]=[CH:7][C:6]([N+:9]([O-:11])=[O:10])=[CH:5][C:4]=1[N:12]=[C:13]=[O:14].[NH2:15][C:16]1[CH:21]=[N:20][CH:19]=[CH:18][N:17]=1. (2) Given the product [C:1]([C@H:5]1[CH2:6][CH2:7][C@H:8]([O:11][C:12]2[CH:13]=[C:14]([CH3:22])[C:15]3[C:20](=[CH:19][CH:18]=[CH:17][CH:16]=3)[C:21]=2[CH:29]=[O:31])[CH2:9][CH2:10]1)([CH3:4])([CH3:3])[CH3:2], predict the reactants needed to synthesize it. The reactants are: [C:1]([C@H:5]1[CH2:10][CH2:9][C@H:8]([O:11][C:12]2[CH:13]=[C:14]([CH3:22])[C:15]3[C:20]([CH:21]=2)=[CH:19][CH:18]=[CH:17][CH:16]=3)[CH2:7][CH2:6]1)([CH3:4])([CH3:3])[CH3:2].Cl[Sn](Cl)(Cl)Cl.Cl[CH:29]([O:31]C)Cl. (3) Given the product [ClH:24].[ClH:24].[CH3:23][N:2]([CH3:1])[CH:3]([C:5]1[CH:6]=[CH:7][C:8]2[C:17]3[NH:16][CH2:15][CH2:14][CH2:13][C:12]=3[C:11](=[O:18])[NH:10][C:9]=2[CH:22]=1)[CH3:4], predict the reactants needed to synthesize it. The reactants are: [CH3:1][N:2]([CH3:23])[CH:3]([C:5]1[CH:6]=[CH:7][C:8]2[C:17]3[NH:16][CH2:15][CH2:14][CH2:13][C:12]=3[C:11](=[O:18])[N:10](COC)[C:9]=2[CH:22]=1)[CH3:4].[ClH:24]. (4) The reactants are: [Br:1][C:2]1[CH:7]=[CH:6][C:5]([C:8]([NH2:11])([CH3:10])[CH3:9])=[CH:4][CH:3]=1.C(O[BH-](O[C:22](=O)[CH3:23])OC(=O)C)(=O)C.[Na+].[CH2:26](Cl)Cl. Given the product [Br:1][C:2]1[CH:3]=[CH:4][C:5]([C:8]([NH:11][CH:22]([CH3:23])[CH3:26])([CH3:9])[CH3:10])=[CH:6][CH:7]=1, predict the reactants needed to synthesize it. (5) Given the product [F:14][C:2]([F:1])([F:15])[CH2:3][O:4][C:5]1[N:10]=[CH:9][C:8]([C:11]2[O:13][N:52]=[C:51]([C:53]3[CH:62]=[CH:61][CH:60]=[C:59]4[C:54]=3[CH:55]=[CH:56][N:57]=[CH:58]4)[N:50]=2)=[CH:7][CH:6]=1, predict the reactants needed to synthesize it. The reactants are: [F:1][C:2]([F:15])([F:14])[CH2:3][O:4][C:5]1[N:10]=[CH:9][C:8]([C:11]([OH:13])=O)=[CH:7][CH:6]=1.CN(C(ON1N=NC2C=CC=NC1=2)=[N+](C)C)C.F[P-](F)(F)(F)(F)F.CCN(C(C)C)C(C)C.O[NH:50][C:51]([C:53]1[C:54]2[CH:55]=[CH:56][N:57]=[CH:58][C:59]=2[CH:60]=[CH:61][CH:62]=1)=[NH:52].